Dataset: Catalyst prediction with 721,799 reactions and 888 catalyst types from USPTO. Task: Predict which catalyst facilitates the given reaction. (1) Reactant: N[C:2]1[C:28]([CH3:29])=[CH:27][C:5]2[C:6]([CH2:9][CH2:10][C:11]3[S:12][C:13]4[CH:22]=[C:21]([C:23]([F:26])([F:25])[F:24])[CH:20]=[CH:19][C:14]=4[C:15]=3[CH:16]([CH3:18])[CH3:17])=[N:7][O:8][C:4]=2[CH:3]=1.N([O-])=[O:31].[Na+]. Product: [CH:16]([C:15]1[C:14]2[CH:19]=[CH:20][C:21]([C:23]([F:24])([F:25])[F:26])=[CH:22][C:13]=2[S:12][C:11]=1[CH2:10][CH2:9][C:6]1[C:5]2[CH:27]=[C:28]([CH3:29])[C:2]([OH:31])=[CH:3][C:4]=2[O:8][N:7]=1)([CH3:17])[CH3:18]. The catalyst class is: 561. (2) Reactant: [OH:1][C:2]1[CH:7]=[CH:6][N:5]=[CH:4][CH:3]=1.[H-].[Na+].[Cl:10][C:11]1[CH:27]=[C:26]([Cl:28])[CH:25]=[CH:24][C:12]=1[CH2:13][NH:14][C:15](=[O:23])[C:16]1[CH:21]=[CH:20][C:19](F)=[N:18][CH:17]=1. Product: [Cl:10][C:11]1[CH:27]=[C:26]([Cl:28])[CH:25]=[CH:24][C:12]=1[CH2:13][NH:14][C:15](=[O:23])[C:16]1[CH:21]=[CH:20][C:19]([O:1][C:2]2[CH:7]=[CH:6][N:5]=[CH:4][CH:3]=2)=[N:18][CH:17]=1. The catalyst class is: 80. (3) Reactant: [F:1][C:2]1[CH:7]=[CH:6][C:5]([C:8]2[O:9][C:10]([C:17]3[CH:21]=[CH:20][S:19][CH:18]=3)=[C:11](CC(O)=O)[N:12]=2)=[CH:4][CH:3]=1.C1(P(N=[N+]=[N-])(C2C=CC=CC=2)=O)C=CC=CC=1.C(N(CC)CC)C. Product: [F:1][C:2]1[CH:3]=[CH:4][C:5]([C:8]2[O:9][C:10]([C:17]3[CH:21]=[CH:20][S:19][CH:18]=3)=[CH:11][N:12]=2)=[CH:6][CH:7]=1. The catalyst class is: 107. (4) Reactant: [CH3:1][O:2][C:3](=[O:39])[C:4]1[CH:9]=[CH:8][C:7]([NH:10][C:11](=[O:38])[C:12]([O:30]CC2C=CC=CC=2)([C:26]([F:29])([F:28])[F:27])[CH2:13][C:14]([C:17]2[CH:22]=[C:21]([F:23])[CH:20]=[CH:19][C:18]=2[O:24][CH3:25])([CH3:16])[CH3:15])=[N:6][CH:5]=1.C(OC(C(F)(F)F)(CC(C1C=C(F)C=CC=1OC)(C)C)C(Cl)=O)C1C=CC=CC=1.NC1N=CC=CC=1C(O)=O.C([O-])=O.[NH4+]. Product: [CH3:1][O:2][C:3](=[O:39])[C:4]1[CH:9]=[CH:8][C:7]([NH:10][C:11](=[O:38])[C:12]([OH:30])([C:26]([F:28])([F:29])[F:27])[CH2:13][C:14]([C:17]2[CH:22]=[C:21]([F:23])[CH:20]=[CH:19][C:18]=2[O:24][CH3:25])([CH3:16])[CH3:15])=[N:6][CH:5]=1. The catalyst class is: 50. (5) Reactant: [NH2:1][C:2]1[S:3][C:4]2[N:5]=[C:6]([NH:11][C:12]3[CH:13]=[C:14]([NH:19][C:20](=[O:32])[C:21]4[CH:26]=[CH:25][CH:24]=[C:23]([C:27]([C:30]#[N:31])([CH3:29])[CH3:28])[CH:22]=4)[CH:15]=[CH:16][C:17]=3[CH3:18])[N:7]=[CH:8][C:9]=2[N:10]=1.[CH3:33][N:34]1[CH:38]=[CH:37][C:36]([C:39](O)=[O:40])=[N:35]1.F[P-](F)(F)(F)(F)F.N1(OC(N(C)C)=[N+](C)C)C2N=CC=CC=2N=N1.C(=O)([O-])O.[Na+]. Product: [C:30]([C:27]([C:23]1[CH:22]=[C:21]([C:20]([NH:19][C:14]2[CH:15]=[CH:16][C:17]([CH3:18])=[C:12]([NH:11][C:6]3[N:7]=[CH:8][C:9]4[N:10]=[C:2]([NH:1][C:39]([C:36]5[CH:37]=[CH:38][N:34]([CH3:33])[N:35]=5)=[O:40])[S:3][C:4]=4[N:5]=3)[CH:13]=2)=[O:32])[CH:26]=[CH:25][CH:24]=1)([CH3:29])[CH3:28])#[N:31]. The catalyst class is: 17.